This data is from Full USPTO retrosynthesis dataset with 1.9M reactions from patents (1976-2016). The task is: Predict the reactants needed to synthesize the given product. Given the product [CH3:24][C:2]1([CH3:1])[C:6]([CH3:8])([CH3:7])[O:5][B:4]([C:9]2[CH2:15][CH:14]3[N:16]([C:17]([O:19][CH2:32][C:33]4[CH:38]=[CH:37][CH:36]=[CH:35][CH:34]=4)=[O:18])[CH:11]([CH2:12][CH2:13]3)[CH:10]=2)[O:3]1, predict the reactants needed to synthesize it. The reactants are: [CH3:1][C:2]1([CH3:24])[C:6]([CH3:8])([CH3:7])[O:5][B:4]([C:9]2[CH2:15][CH:14]3[N:16]([C:17]([O:19]C(C)(C)C)=[O:18])[CH:11]([CH2:12][CH2:13]3)[CH:10]=2)[O:3]1.O1CCOCC1.Cl.[CH2:32](OC(ON1C(=O)CCC1=O)=O)[C:33]1[CH:38]=[CH:37][CH:36]=[CH:35][CH:34]=1.C(N(CC)CC)C.